Dataset: CYP3A4 inhibition data for predicting drug metabolism from PubChem BioAssay. Task: Regression/Classification. Given a drug SMILES string, predict its absorption, distribution, metabolism, or excretion properties. Task type varies by dataset: regression for continuous measurements (e.g., permeability, clearance, half-life) or binary classification for categorical outcomes (e.g., BBB penetration, CYP inhibition). Dataset: cyp3a4_veith. (1) The drug is Cn1cc(-c2nc3cnc(Oc4cccc(Cl)c4)nc3n(C3CC3)c2=O)c2ccccc21. The result is 0 (non-inhibitor). (2) The compound is CCCCCCCCCCCC(=O)O[C@H](CC(=O)O)C[N+](C)(C)C. The result is 0 (non-inhibitor).